Task: Predict which catalyst facilitates the given reaction.. Dataset: Catalyst prediction with 721,799 reactions and 888 catalyst types from USPTO (1) Reactant: C(OC(=O)C)(=O)C.[C:8]([O:12][C:13](=[O:54])[NH:14][CH:15]1[CH2:20][CH2:19][CH:18]([C:21](=[O:53])[NH:22][C:23]2[CH:28]=[C:27]([O:29][CH2:30][C:31]3[CH:36]=[CH:35][C:34]([C:37](=[NH:40])[NH:38]O)=[CH:33][CH:32]=3)[CH:26]=[C:25]([O:41][CH2:42][C:43]3[CH:48]=[CH:47][C:46]([C:49](=[NH:52])[NH:50]O)=[CH:45][CH:44]=3)[CH:24]=2)[CH2:17][CH2:16]1)([CH3:11])([CH3:10])[CH3:9]. Product: [C:8]([O:12][C:13](=[O:54])[NH:14][CH:15]1[CH2:20][CH2:19][CH:18]([C:21](=[O:53])[NH:22][C:23]2[CH:24]=[C:25]([O:41][CH2:42][C:43]3[CH:48]=[CH:47][C:46]([C:49](=[NH:50])[NH2:52])=[CH:45][CH:44]=3)[CH:26]=[C:27]([O:29][CH2:30][C:31]3[CH:32]=[CH:33][C:34]([C:37](=[NH:38])[NH2:40])=[CH:35][CH:36]=3)[CH:28]=2)[CH2:17][CH2:16]1)([CH3:11])([CH3:9])[CH3:10]. The catalyst class is: 183. (2) Reactant: [CH2:1]([NH:4][CH2:5][CH2:6][CH3:7])[CH2:2][CH3:3].C([BH3-])#N.[Na+].C(OC)(OC)OC.[Si:19]([O:26][CH2:27][C:28]1[CH:29]=[C:30]2[C:35](=[CH:36][CH:37]=1)[CH:34]=[C:33]([CH2:38][CH2:39][CH:40]=O)[CH:32]=[CH:31]2)([C:22]([CH3:25])([CH3:24])[CH3:23])([CH3:21])[CH3:20]. Product: [Si:19]([O:26][CH2:27][C:28]1[CH:29]=[C:30]2[C:35](=[CH:36][CH:37]=1)[CH:34]=[C:33]([CH2:38][CH2:39][CH2:40][N:4]([CH2:5][CH2:6][CH3:7])[CH2:1][CH2:2][CH3:3])[CH:32]=[CH:31]2)([C:22]([CH3:25])([CH3:24])[CH3:23])([CH3:21])[CH3:20]. The catalyst class is: 5. (3) Reactant: [F:1][C:2]1[C:7]([F:8])=[CH:6][CH:5]=[C:4]([C:9]#[N:10])[C:3]=1[NH:11][C:12]1[CH:17]=[CH:16][C:15]([I:18])=[CH:14][C:13]=1[CH3:19].[N-:20]=[N+:21]=[N-:22].[Na+].Cl.C(N(CC)CC)C. Product: [F:1][C:2]1[C:7]([F:8])=[CH:6][CH:5]=[C:4]([C:9]2[NH:22][N:21]=[N:20][N:10]=2)[C:3]=1[NH:11][C:12]1[CH:17]=[CH:16][C:15]([I:18])=[CH:14][C:13]=1[CH3:19]. The catalyst class is: 11. (4) Reactant: [S:1](C1C=CC=CC=1C(OC(=O)C1C=CC=CC=1[S:1]([OH:4])(=[O:3])=[O:2])=O)([OH:4])(=[O:3])=[O:2].C[CH2:27][CH2:28][CH2:29][CH:30]([C:33]([O-:35])=O)[CH2:31][CH3:32].C[CH2:27][CH2:28][CH2:29][CH:30]([C:33]([O-:35])=O)[CH2:31][CH3:32].[Sn+2]. Product: [C:33]([S:1]([OH:4])(=[O:3])=[O:2])(=[O:35])[C:30]1[CH:29]=[CH:28][CH:27]=[CH:32][CH:31]=1. The catalyst class is: 11. (5) Reactant: [NH2:1][C:2]1[CH:7]=[CH:6][CH:5]=[CH:4][C:3]=1[SH:8].[CH3:9][O:10][C:11]1[CH:19]=[C:18]([N+:20]([O-:22])=[O:21])[CH:17]=[CH:16][C:12]=1[C:13](O)=O.C(Cl)Cl. Product: [CH3:9][O:10][C:11]1[CH:19]=[C:18]([N+:20]([O-:22])=[O:21])[CH:17]=[CH:16][C:12]=1[C:13]1[S:8][C:3]2[CH:4]=[CH:5][CH:6]=[CH:7][C:2]=2[N:1]=1. The catalyst class is: 28. (6) Reactant: [C:1]([NH:7][CH2:8][CH2:9][NH:10][CH2:11][CH2:12][C:13]([NH:15][CH2:16][CH2:17][S:18][C:19]([C:32]1[CH:37]=[CH:36][CH:35]=[CH:34][CH:33]=1)([C:26]1[CH:31]=[CH:30][CH:29]=[CH:28][CH:27]=1)[C:20]1[CH:25]=[CH:24][CH:23]=[CH:22][CH:21]=1)=[O:14])([O:3][CH2:4][CH:5]=[CH2:6])=[O:2].[CH3:38][C:39]([O:42][C:43](O[C:43]([O:42][C:39]([CH3:41])([CH3:40])[CH3:38])=[O:44])=[O:44])([CH3:41])[CH3:40]. Product: [C:1]([NH:7][CH2:8][CH2:9][N:10]([CH2:11][CH2:12][C:13]([NH:15][CH2:16][CH2:17][S:18][C:19]([C:20]1[CH:21]=[CH:22][CH:23]=[CH:24][CH:25]=1)([C:32]1[CH:37]=[CH:36][CH:35]=[CH:34][CH:33]=1)[C:26]1[CH:27]=[CH:28][CH:29]=[CH:30][CH:31]=1)=[O:14])[C:43]([O:42][C:39]([CH3:41])([CH3:40])[CH3:38])=[O:44])([O:3][CH2:4][CH:5]=[CH2:6])=[O:2]. The catalyst class is: 2. (7) Reactant: [F:1][C:2]1[CH:3]=[C:4]2[C:9](=[CH:10][C:11]=1[F:12])[C:8]([CH3:14])([CH3:13])[C:7](=[O:15])[C:6]([C:16]([NH:18][CH2:19][C:20]([O:22]C(C)(C)C)=[O:21])=[O:17])=[C:5]2[OH:27]. Product: [F:1][C:2]1[CH:3]=[C:4]2[C:9](=[CH:10][C:11]=1[F:12])[C:8]([CH3:14])([CH3:13])[C:7](=[O:15])[C:6]([C:16]([NH:18][CH2:19][C:20]([OH:22])=[O:21])=[O:17])=[C:5]2[OH:27]. The catalyst class is: 67.